This data is from Full USPTO retrosynthesis dataset with 1.9M reactions from patents (1976-2016). The task is: Predict the reactants needed to synthesize the given product. (1) The reactants are: [Na].CC1C(C[S:23]([C:25]2[NH:29][C:28]3[CH:30]=[CH:31][CH:32]=[CH:33][C:27]=3[N:26]=2)=O)=NC=CC=1OCC1(C)OCC2(OCCO2)CO1.C[C:35]1(C)[O:40]CC(COC2C=CN=C(CO)C=2C)C[O:36]1. Given the product [O:36]1[C:31]2[C:32](=[CH:33][C:27]3[NH:26][C:25]([SH:23])=[N:29][C:28]=3[CH:30]=2)[O:40][CH2:35]1, predict the reactants needed to synthesize it. (2) Given the product [CH:1]1[C:11]2[CH2:10][CH2:9][C:8]3[CH:12]=[CH:13][CH:14]=[CH:15][C:7]=3[C:6](=[CH:16][C:17]3[CH:22]=[CH:21][CH:20]=[CH:19][C:18]=3[NH:23][C:24](=[O:26])[CH3:25])[C:5]=2[CH:4]=[CH:3][CH:2]=1, predict the reactants needed to synthesize it. The reactants are: [CH:1]1[C:11]2[CH2:10][CH2:9][C:8]3[CH:12]=[CH:13][CH:14]=[CH:15][C:7]=3[C:6](=[CH:16][C:17]3[CH:22]=[CH:21][CH:20]=[CH:19][C:18]=3[NH2:23])[C:5]=2[CH:4]=[CH:3][CH:2]=1.[C:24](Cl)(=[O:26])[CH3:25]. (3) Given the product [Cl:9][C:7]1[CH:6]=[CH:5][C:4]([S:10]([CH2:13][CH3:14])(=[O:12])=[O:11])=[C:3]([CH2:2][N:23]2[CH:22]=[CH:21][C:20]3[C:25](=[CH:26][C:17]([O:16][CH3:15])=[CH:18][CH:19]=3)[C:24]2=[O:27])[CH:8]=1, predict the reactants needed to synthesize it. The reactants are: Br[CH2:2][C:3]1[CH:8]=[C:7]([Cl:9])[CH:6]=[CH:5][C:4]=1[S:10]([CH2:13][CH3:14])(=[O:12])=[O:11].[CH3:15][O:16][C:17]1[CH:26]=[C:25]2[C:20]([CH:21]=[CH:22][NH:23][C:24]2=[O:27])=[CH:19][CH:18]=1. (4) Given the product [C:1]1([C:7]2[O:11][N:10]=[C:9]([C:12]([NH:40][CH2:41][CH2:42][CH2:43][CH2:44][C:45]([O:47][CH3:48])=[O:46])=[O:14])[CH:8]=2)[CH:2]=[CH:3][CH:4]=[CH:5][CH:6]=1, predict the reactants needed to synthesize it. The reactants are: [C:1]1([C:7]2[O:11][N:10]=[C:9]([C:12]([OH:14])=O)[CH:8]=2)[CH:6]=[CH:5][CH:4]=[CH:3][CH:2]=1.CN(C(ON1N=NC2C=CC=NC1=2)=[N+](C)C)C.F[P-](F)(F)(F)(F)F.Cl.[NH2:40][CH2:41][CH2:42][CH2:43][CH2:44][C:45]([O:47][CH3:48])=[O:46].CCN(C(C)C)C(C)C. (5) Given the product [C:1]1([CH:7]2[CH2:12][CH2:11][CH2:10][N:9]([CH2:13][CH2:14][CH3:15])[CH2:8]2)[CH:6]=[CH:5][CH:4]=[CH:3][CH:2]=1, predict the reactants needed to synthesize it. The reactants are: [C:1]1([CH:7]2[CH2:12][CH2:11][CH2:10][NH:9][CH2:8]2)[CH:6]=[CH:5][CH:4]=[CH:3][CH:2]=1.[CH:13](=O)[CH2:14][CH3:15].C(O)(=O)C.C(O[BH-](OC(=O)C)OC(=O)C)(=O)C.[Na+]. (6) Given the product [NH2:18][C:5]1[CH:4]=[CH:3][C:2]([Br:1])=[CH:7][C:6]=1[NH:8][CH2:9][C:10]1([C:13]([O:15][CH2:16][CH3:17])=[O:14])[CH2:11][CH2:12]1, predict the reactants needed to synthesize it. The reactants are: [Br:1][C:2]1[CH:3]=[CH:4][C:5]([N+:18]([O-])=O)=[C:6]([NH:8][CH2:9][C:10]2([C:13]([O:15][CH2:16][CH3:17])=[O:14])[CH2:12][CH2:11]2)[CH:7]=1.[Cl-].[NH4+]. (7) Given the product [OH:34][NH:33][C:8]([C@@H:4]1[CH2:5][CH2:6][CH2:7][C@@H:3]1[N:2]([CH3:1])[S:11]([C:14]1[CH:15]=[CH:16][C:17]([O:20][CH2:21][C:22]2[C:31]3[C:26](=[CH:27][CH:28]=[CH:29][CH:30]=3)[N:25]=[C:24]([CH3:32])[CH:23]=2)=[CH:18][CH:19]=1)(=[O:13])=[O:12])=[O:10], predict the reactants needed to synthesize it. The reactants are: [CH3:1][N:2]([S:11]([C:14]1[CH:19]=[CH:18][C:17]([O:20][CH2:21][C:22]2[C:31]3[C:26](=[CH:27][CH:28]=[CH:29][CH:30]=3)[N:25]=[C:24]([CH3:32])[CH:23]=2)=[CH:16][CH:15]=1)(=[O:13])=[O:12])[C@H:3]1[CH2:7][CH2:6][CH2:5][C@H:4]1[C:8]([OH:10])=O.[NH2:33][OH:34].